From a dataset of Reaction yield outcomes from USPTO patents with 853,638 reactions. Predict the reaction yield, written as a fraction of the theoretical maximum amount of product (1.0 means a 100% yield; for example, 0.34 means a 34% yield). (1) The reactants are O1CCCC1.[O:6]([CH2:13][C:14]1[N:19]=[CH:18][C:17]([CH2:20][C:21](Cl)=[N:22][OH:23])=[CH:16][CH:15]=1)[C:7]1[CH:12]=[CH:11][CH:10]=[CH:9][CH:8]=1.[C:25]([C:27]1[C:28]([NH2:33])=[N:29][CH:30]=[CH:31][CH:32]=1)#[CH:26].C(N(CC)CC)C. The catalyst is O. The product is [O:6]([CH2:13][C:14]1[N:19]=[CH:18][C:17]([CH2:20][C:21]2[CH:26]=[C:25]([C:27]3[C:28]([NH2:33])=[N:29][CH:30]=[CH:31][CH:32]=3)[O:23][N:22]=2)=[CH:16][CH:15]=1)[C:7]1[CH:12]=[CH:11][CH:10]=[CH:9][CH:8]=1. The yield is 0.0660. (2) The reactants are [CH:1]([Si:4]([CH:35]([CH3:37])[CH3:36])([CH:32]([CH3:34])[CH3:33])[O:5][C@@H:6]1[CH2:10][CH2:9][N:8]([C:11]2[N:15]3[CH:16]=[C:17]([O:20][C@H:21]4[C:30]5[C:25](=[CH:26][CH:27]=[CH:28][CH:29]=5)[C@@H:24]([NH2:31])[CH2:23][CH2:22]4)[CH:18]=[CH:19][C:14]3=[N:13][N:12]=2)[CH2:7]1)([CH3:3])[CH3:2].ClC(Cl)(Cl)C[O:41][C:42](=O)[NH:43][C:44]1[N:45]([C:53]2[CH:58]=[CH:57][C:56]([CH3:59])=[CH:55][CH:54]=2)[N:46]=[C:47]([C:49]([CH3:52])([CH3:51])[CH3:50])[CH:48]=1.CCN(C(C)C)C(C)C.N. The catalyst is CN(C=O)C.CO.C(Cl)Cl. The product is [C:49]([C:47]1[CH:48]=[C:44]([NH:43][C:42]([NH:31][C@@H:24]2[C:25]3[C:30](=[CH:29][CH:28]=[CH:27][CH:26]=3)[C@H:21]([O:20][C:17]3[CH:18]=[CH:19][C:14]4[N:15]([C:11]([N:8]5[CH2:9][CH2:10][C@@H:6]([O:5][Si:4]([CH:1]([CH3:3])[CH3:2])([CH:32]([CH3:34])[CH3:33])[CH:35]([CH3:37])[CH3:36])[CH2:7]5)=[N:12][N:13]=4)[CH:16]=3)[CH2:22][CH2:23]2)=[O:41])[N:45]([C:53]2[CH:58]=[CH:57][C:56]([CH3:59])=[CH:55][CH:54]=2)[N:46]=1)([CH3:52])([CH3:50])[CH3:51]. The yield is 0.530. (3) The reactants are [C:1]([N:8]1[CH2:13][CH2:12][C:11](=[O:14])[C:10]([CH3:16])([CH3:15])[CH2:9]1)([O:3][C:4]([CH3:7])([CH3:6])[CH3:5])=[O:2].[BH4-].[Na+].[Cl-].[NH4+]. The catalyst is CO. The product is [C:1]([N:8]1[CH2:13][CH2:12][CH:11]([OH:14])[C:10]([CH3:16])([CH3:15])[CH2:9]1)([O:3][C:4]([CH3:7])([CH3:6])[CH3:5])=[O:2]. The yield is 0.960.